Predict the reactants needed to synthesize the given product. From a dataset of Full USPTO retrosynthesis dataset with 1.9M reactions from patents (1976-2016). (1) Given the product [F:23][C:22]([F:25])([F:24])[C:18]1[CH:17]=[C:16]([N:15]2[C:5]3[C:4]4[C:9](=[CH:10][CH:11]=[C:2]([C:32]5[CH:33]=[N:34][C:29]([C:28]([F:40])([F:39])[F:27])=[CH:30][CH:31]=5)[N:3]=4)[N:8]=[CH:7][C:6]=3[CH:12]=[CH:13][C:14]2=[O:26])[CH:21]=[CH:20][CH:19]=1, predict the reactants needed to synthesize it. The reactants are: Cl[C:2]1[N:3]=[C:4]2[C:9](=[CH:10][CH:11]=1)[N:8]=[CH:7][C:6]1[CH:12]=[CH:13][C:14](=[O:26])[N:15]([C:16]3[CH:21]=[CH:20][CH:19]=[C:18]([C:22]([F:25])([F:24])[F:23])[CH:17]=3)[C:5]2=1.[F:27][C:28]([F:40])([F:39])[C:29]1[N:34]=[CH:33][C:32](OB(O)O)=[CH:31][CH:30]=1.CC1(C)C(C)(C)OB(C2C=CC(N)=NC=2)O1. (2) Given the product [CH3:30][C:25]1[C:26]([CH:27]([CH3:29])[CH3:28])=[C:21]([N:17]2[CH2:16][C:15]3[CH:35]=[C:11]([C:9]4[CH:8]=[CH:7][C:5]5[NH:6][C:2]([CH3:1])=[N:3][C:4]=5[CH:10]=4)[CH:12]=[CH:13][C:14]=3[O:20][CH2:19][CH2:18]2)[N:22]=[C:23]([NH:36][CH:37]2[CH2:38][N:39]([C:41]([O:43][C:44]([CH3:47])([CH3:46])[CH3:45])=[O:42])[CH2:40]2)[N:24]=1, predict the reactants needed to synthesize it. The reactants are: [CH3:1][C:2]1[NH:6][C:5]2[CH:7]=[CH:8][C:9]([C:11]3[CH:12]=[CH:13][C:14]4[O:20][CH2:19][CH2:18][N:17]([C:21]5[C:26]([CH:27]([CH3:29])[CH3:28])=[C:25]([CH3:30])[N:24]=[C:23](S(C)(=O)=O)[N:22]=5)[CH2:16][C:15]=4[CH:35]=3)=[CH:10][C:4]=2[N:3]=1.[NH2:36][CH:37]1[CH2:40][N:39]([C:41]([O:43][C:44]([CH3:47])([CH3:46])[CH3:45])=[O:42])[CH2:38]1.[Cl-].[Li+]. (3) Given the product [F:1][C:2]1[CH:11]=[CH:10][C:9]2[NH:8][CH:7]=[C:6]3[C:12](=[O:21])[N:13]([C:15]4[CH:20]=[CH:19][C:18]([O:23][CH3:22])=[CH:17][CH:16]=4)[N:14]=[C:5]3[C:4]=2[N:3]=1, predict the reactants needed to synthesize it. The reactants are: [F:1][C:2]1[CH:11]=[CH:10][C:9]2[NH:8][CH:7]=[C:6]3[C:12](=[O:21])[N:13]([C:15]4[CH:20]=[CH:19][CH:18]=[CH:17][CH:16]=4)[N:14]=[C:5]3[C:4]=2[N:3]=1.[CH3:22][O:23]C1C=CC(NN)=CC=1.